From a dataset of NCI-60 drug combinations with 297,098 pairs across 59 cell lines. Regression. Given two drug SMILES strings and cell line genomic features, predict the synergy score measuring deviation from expected non-interaction effect. (1) Drug 1: CCCCC(=O)OCC(=O)C1(CC(C2=C(C1)C(=C3C(=C2O)C(=O)C4=C(C3=O)C=CC=C4OC)O)OC5CC(C(C(O5)C)O)NC(=O)C(F)(F)F)O. Drug 2: C1=CC=C(C=C1)NC(=O)CCCCCCC(=O)NO. Cell line: NCI-H460. Synergy scores: CSS=56.7, Synergy_ZIP=5.14, Synergy_Bliss=5.78, Synergy_Loewe=2.97, Synergy_HSA=6.72. (2) Cell line: U251. Synergy scores: CSS=50.4, Synergy_ZIP=1.13, Synergy_Bliss=3.42, Synergy_Loewe=-27.1, Synergy_HSA=2.55. Drug 2: C1CC(=O)NC(=O)C1N2C(=O)C3=CC=CC=C3C2=O. Drug 1: CCN(CC)CCCC(C)NC1=C2C=C(C=CC2=NC3=C1C=CC(=C3)Cl)OC. (3) Drug 1: CC12CCC3C(C1CCC2=O)CC(=C)C4=CC(=O)C=CC34C. Drug 2: CC(CN1CC(=O)NC(=O)C1)N2CC(=O)NC(=O)C2. Cell line: HCT116. Synergy scores: CSS=75.0, Synergy_ZIP=3.37, Synergy_Bliss=4.28, Synergy_Loewe=4.85, Synergy_HSA=4.99. (4) Drug 2: C1C(C(OC1N2C=C(C(=O)NC2=O)F)CO)O. Drug 1: COC1=C(C=C2C(=C1)N=CN=C2NC3=CC(=C(C=C3)F)Cl)OCCCN4CCOCC4. Synergy scores: CSS=24.0, Synergy_ZIP=-13.1, Synergy_Bliss=-9.38, Synergy_Loewe=-8.07, Synergy_HSA=-5.69. Cell line: SF-268. (5) Drug 1: C#CCC(CC1=CN=C2C(=N1)C(=NC(=N2)N)N)C3=CC=C(C=C3)C(=O)NC(CCC(=O)O)C(=O)O. Drug 2: C1CN(CCN1C(=O)CCBr)C(=O)CCBr. Cell line: 786-0. Synergy scores: CSS=45.6, Synergy_ZIP=-3.91, Synergy_Bliss=-2.98, Synergy_Loewe=-18.0, Synergy_HSA=-3.84. (6) Drug 1: C1C(C(OC1N2C=C(C(=O)NC2=O)F)CO)O. Drug 2: CCC1=C2CN3C(=CC4=C(C3=O)COC(=O)C4(CC)O)C2=NC5=C1C=C(C=C5)O. Cell line: SK-MEL-28. Synergy scores: CSS=18.7, Synergy_ZIP=-6.64, Synergy_Bliss=0.773, Synergy_Loewe=-7.87, Synergy_HSA=-2.23. (7) Drug 1: CC1C(C(CC(O1)OC2CC(OC(C2O)C)OC3=CC4=CC5=C(C(=O)C(C(C5)C(C(=O)C(C(C)O)O)OC)OC6CC(C(C(O6)C)O)OC7CC(C(C(O7)C)O)OC8CC(C(C(O8)C)O)(C)O)C(=C4C(=C3C)O)O)O)O. Drug 2: C1=NC2=C(N=C(N=C2N1C3C(C(C(O3)CO)O)F)Cl)N. Cell line: SK-MEL-28. Synergy scores: CSS=13.2, Synergy_ZIP=-1.13, Synergy_Bliss=0.138, Synergy_Loewe=-8.09, Synergy_HSA=-1.08. (8) Drug 1: COC1=C(C=C2C(=C1)N=CN=C2NC3=CC(=C(C=C3)F)Cl)OCCCN4CCOCC4. Drug 2: C1CCC(CC1)NC(=O)N(CCCl)N=O. Cell line: SNB-19. Synergy scores: CSS=37.7, Synergy_ZIP=-2.90, Synergy_Bliss=-2.65, Synergy_Loewe=-0.131, Synergy_HSA=-0.0127. (9) Drug 1: C1=CC(=C2C(=C1NCCNCCO)C(=O)C3=C(C=CC(=C3C2=O)O)O)NCCNCCO. Drug 2: CN(CCCl)CCCl.Cl. Cell line: HOP-92. Synergy scores: CSS=38.8, Synergy_ZIP=-6.44, Synergy_Bliss=-5.53, Synergy_Loewe=-12.5, Synergy_HSA=-0.664. (10) Synergy scores: CSS=0.0695, Synergy_ZIP=-3.05, Synergy_Bliss=-3.81, Synergy_Loewe=-2.48, Synergy_HSA=-1.78. Cell line: TK-10. Drug 1: CCC(=C(C1=CC=CC=C1)C2=CC=C(C=C2)OCCN(C)C)C3=CC=CC=C3.C(C(=O)O)C(CC(=O)O)(C(=O)O)O. Drug 2: CCN(CC)CCNC(=O)C1=C(NC(=C1C)C=C2C3=C(C=CC(=C3)F)NC2=O)C.